Dataset: Forward reaction prediction with 1.9M reactions from USPTO patents (1976-2016). Task: Predict the product of the given reaction. Given the reactants [I:1][C:2]1[CH:10]=[CH:9][C:5]([C:6]([OH:8])=[O:7])=[CH:4][C:3]=1[N+:11]([O-:13])=[O:12].[C:14](=O)([O-])[O-].[K+].[K+].C(N(CC)CC)C.IC, predict the reaction product. The product is: [I:1][C:2]1[CH:10]=[CH:9][C:5]([C:6]([O:8][CH3:14])=[O:7])=[CH:4][C:3]=1[N+:11]([O-:13])=[O:12].